Task: Predict the reactants needed to synthesize the given product.. Dataset: Full USPTO retrosynthesis dataset with 1.9M reactions from patents (1976-2016) (1) The reactants are: [CH3:1][O:2][C:3]1[CH:4]=[C:5]([CH:13]=[C:14]([N:19]=[N+]=[N-])[C:15]([O:17][CH3:18])=[O:16])[CH:6]=[C:7]([O:11][CH3:12])[C:8]=1[O:9][CH3:10]. Given the product [CH3:1][O:2][C:3]1[CH:4]=[C:5]2[C:6](=[C:7]([O:11][CH3:12])[C:8]=1[O:9][CH3:10])[NH:19][C:14]([C:15]([O:17][CH3:18])=[O:16])=[CH:13]2, predict the reactants needed to synthesize it. (2) Given the product [CH2:29]([O:31][C:32]([C:34]1([C:37]2[CH:42]=[CH:41][C:40]([C:2]3[CH:3]=[CH:4][C:5]([C:8]4[O:12][N:11]=[C:10]([CH3:13])[C:9]=4[CH:14]([C:16]4[N:17]=[N:18][N:19]([CH2:21][C:22]5[CH:27]=[CH:26][CH:25]=[CH:24][C:23]=5[Cl:28])[CH:20]=4)[OH:15])=[CH:6][CH:7]=3)=[CH:39][CH:38]=2)[CH2:35][CH2:36]1)=[O:33])[CH3:30], predict the reactants needed to synthesize it. The reactants are: Br[C:2]1[CH:7]=[CH:6][C:5]([C:8]2[O:12][N:11]=[C:10]([CH3:13])[C:9]=2[CH:14]([C:16]2[N:17]=[N:18][N:19]([CH2:21][C:22]3[CH:27]=[CH:26][CH:25]=[CH:24][C:23]=3[Cl:28])[CH:20]=2)[OH:15])=[CH:4][CH:3]=1.[CH2:29]([O:31][C:32]([C:34]1([C:37]2[CH:42]=[CH:41][C:40](B3OC(C)(C)C(C)(C)O3)=[CH:39][CH:38]=2)[CH2:36][CH2:35]1)=[O:33])[CH3:30]. (3) Given the product [Br:10][C:11]1[CH:12]=[N:13][CH:14]=[C:15]([O:9][C:3]2[CH:8]=[CH:7][CH:6]=[CH:5][CH:4]=2)[CH:16]=1, predict the reactants needed to synthesize it. The reactants are: [H-].[Na+].[C:3]1([OH:9])[CH:8]=[CH:7][CH:6]=[CH:5][CH:4]=1.[Br:10][C:11]1[CH:12]=[N:13][CH:14]=[C:15](Br)[CH:16]=1.[OH-].[Na+].